From a dataset of Catalyst prediction with 721,799 reactions and 888 catalyst types from USPTO. Predict which catalyst facilitates the given reaction. (1) The catalyst class is: 3. Product: [CH2:29]([O:28][CH:27]([O:31][CH2:32][CH3:33])[CH2:26][N:23]1[CH:24]=[C:20]([C:6]2[C:5]3[C:9](=[CH:10][C:2]([F:1])=[CH:3][CH:4]=3)[N:8]([S:11]([C:14]3[CH:15]=[CH:16][CH:17]=[CH:18][CH:19]=3)(=[O:12])=[O:13])[CH:7]=2)[CH:21]=[N:22]1)[CH3:30]. Reactant: [F:1][C:2]1[CH:10]=[C:9]2[C:5]([C:6]([C:20]3[CH:21]=[N:22][NH:23][CH:24]=3)=[CH:7][N:8]2[S:11]([C:14]2[CH:19]=[CH:18][CH:17]=[CH:16][CH:15]=2)(=[O:13])=[O:12])=[CH:4][CH:3]=1.Br[CH2:26][CH:27]([O:31][CH2:32][CH3:33])[O:28][CH2:29][CH3:30].C([O-])([O-])=O.[Cs+].[Cs+].O. (2) Reactant: O.O.[Sn](Cl)Cl.[Br:6][C:7]1[CH:12]=[CH:11][C:10]([C:13]2[C:22]3[C:17](=[C:18]([N+:23]([O-])=O)[CH:19]=[CH:20][CH:21]=3)[N:16]=[CH:15][CH:14]=2)=[CH:9][CH:8]=1.[OH-].[K+]. Product: [NH2:23][C:18]1[CH:19]=[CH:20][CH:21]=[C:22]2[C:17]=1[N:16]=[CH:15][CH:14]=[C:13]2[C:10]1[CH:11]=[CH:12][C:7]([Br:6])=[CH:8][CH:9]=1. The catalyst class is: 8.